This data is from Forward reaction prediction with 1.9M reactions from USPTO patents (1976-2016). The task is: Predict the product of the given reaction. (1) Given the reactants [CH2:1]([O:3][C:4]([C:6]1[N:10]([CH:11]2[CH2:16][CH2:15][N:14](C(OC(C)(C)C)=O)[CH2:13][CH2:12]2)[N:9]=[C:8]([C:24]([F:27])([F:26])[F:25])[CH:7]=1)=[O:5])[CH3:2].C(O)(C(F)(F)F)=O, predict the reaction product. The product is: [NH:14]1[CH2:15][CH2:16][CH:11]([N:10]2[C:6]([C:4]([O:3][CH2:1][CH3:2])=[O:5])=[CH:7][C:8]([C:24]([F:25])([F:26])[F:27])=[N:9]2)[CH2:12][CH2:13]1. (2) Given the reactants [NH:1](C(OC(C)(C)C)=O)C(OC(C)(C)C)=O.[H-].[Na+].[Cl:18][CH2:19][C:20]1[CH:21]=[C:22]([CH:26]=[CH:27][CH:28]=1)[C:23]([OH:25])=[O:24], predict the reaction product. The product is: [ClH:18].[NH2:1][CH2:19][C:20]1[CH:21]=[C:22]([CH:26]=[CH:27][CH:28]=1)[C:23]([OH:25])=[O:24]. (3) Given the reactants [Br:1][C:2]([OH:12])([CH3:11])[CH2:3][CH2:4][CH:5]1[NH:9][C:8](=[O:10])[CH2:7][CH2:6]1.[Si:13](Cl)([C:16]([CH3:19])([CH3:18])[CH3:17])([CH3:15])[CH3:14].N1C=CN=C1, predict the reaction product. The product is: [Br:1][C:2]([O:12][Si:13]([C:16]([CH3:19])([CH3:18])[CH3:17])([CH3:15])[CH3:14])([CH3:11])[CH2:3][CH2:4][CH:5]1[NH:9][C:8](=[O:10])[CH2:7][CH2:6]1. (4) Given the reactants [CH2:1]([N:7]1[CH2:12][CH2:11][C:10]([C:14]2[CH:19]=[CH:18][CH:17]=[C:16]([OH:20])[CH:15]=2)([CH3:13])[CH2:9][CH2:8]1)[CH2:2][CH2:3][CH2:4][CH2:5][CH3:6].C(N(CC)CC)C.C1C=CC(N([S:35]([C:38]([F:41])([F:40])[F:39])(=[O:37])=[O:36])[S:35]([C:38]([F:41])([F:40])[F:39])(=[O:37])=[O:36])=CC=1.C(=O)([O-])O.[Na+], predict the reaction product. The product is: [NH3:7].[CH2:1]([N:7]1[CH2:12][CH2:11][C:10]([CH3:13])([C:14]2[CH:19]=[CH:18][CH:17]=[C:16]([O:20][S:35]([C:38]([F:41])([F:40])[F:39])(=[O:37])=[O:36])[CH:15]=2)[CH2:9][CH2:8]1)[CH2:2][CH2:3][CH2:4][CH2:5][CH3:6]. (5) The product is: [CH2:1]([O:3][C:4](=[O:13])[C:5]1[CH:10]=[C:9]([Cl:11])[C:8]([CH:34]=[C:32]([CH3:31])[CH3:27])=[N:7][CH:6]=1)[CH3:2]. Given the reactants [CH2:1]([O:3][C:4](=[O:13])[C:5]1[CH:10]=[C:9]([Cl:11])[C:8](Cl)=[N:7][CH:6]=1)[CH3:2].C1C=CC(P([C:27]2[CH:32]=[CH:31]C=CC=2)C2C=CC=CC=2)=CC=1.O1CCOC[CH2:34]1, predict the reaction product.